Dataset: Peptide-MHC class I binding affinity with 185,985 pairs from IEDB/IMGT. Task: Regression. Given a peptide amino acid sequence and an MHC pseudo amino acid sequence, predict their binding affinity value. This is MHC class I binding data. (1) The peptide sequence is LLNTRQLKL. The MHC is HLA-A02:01 with pseudo-sequence HLA-A02:01. The binding affinity (normalized) is 0.307. (2) The peptide sequence is LIFHFFLFLL. The MHC is HLA-A68:02 with pseudo-sequence HLA-A68:02. The binding affinity (normalized) is 0.433. (3) The peptide sequence is RRRWQQLLA. The MHC is Mamu-B03 with pseudo-sequence Mamu-B03. The binding affinity (normalized) is 0.611. (4) The peptide sequence is RADSMMLGY. The MHC is HLA-A69:01 with pseudo-sequence HLA-A69:01. The binding affinity (normalized) is 0.0847. (5) The peptide sequence is THEGVVCAL. The MHC is HLA-A30:01 with pseudo-sequence HLA-A30:01. The binding affinity (normalized) is 0.213.